From a dataset of Catalyst prediction with 721,799 reactions and 888 catalyst types from USPTO. Predict which catalyst facilitates the given reaction. (1) Reactant: [Br:1][C:2]([CH3:7])([CH3:6])[C:3](Cl)=[O:4].[NH2:8][C:9]1[C:10]([OH:26])=[C:11]([C:23](=[O:25])[CH3:24])[CH:12]=[C:13]([O:15][CH2:16][C:17]2[CH:22]=[CH:21][CH:20]=[CH:19][CH:18]=2)[CH:14]=1.C(OCC)(=O)C.Cl. Product: [C:23]([C:11]1[C:10]([OH:26])=[C:9]([NH:8][C:3](=[O:4])[C:2]([Br:1])([CH3:7])[CH3:6])[CH:14]=[C:13]([O:15][CH2:16][C:17]2[CH:18]=[CH:19][CH:20]=[CH:21][CH:22]=2)[CH:12]=1)(=[O:25])[CH3:24]. The catalyst class is: 17. (2) Reactant: [N:1]1[CH:6]=[CH:5][CH:4]=[C:3]([CH:7]=O)[CH:2]=1.[BH4-].[Na+].[CH3:11][NH2:12]. Product: [CH3:11][NH:12][CH2:7][C:3]1[CH:2]=[N:1][CH:6]=[CH:5][CH:4]=1. The catalyst class is: 5. (3) Reactant: [Cl:1][C:2]1[CH:17]=[CH:16][C:5]([O:6][C:7]2[CH:15]=[CH:14][C:10]([C:11]([NH2:13])=[O:12])=[CH:9][CH:8]=2)=[CH:4][C:3]=1[C:18]([F:21])([F:20])[F:19].C[Si](C)(C)[N-][Si](C)(C)C.[Li+].[CH3:32][S:33](Cl)(=[O:35])=[O:34]. Product: [Cl:1][C:2]1[CH:17]=[CH:16][C:5]([O:6][C:7]2[CH:8]=[CH:9][C:10]([C:11]([NH:13][S:33]([CH3:32])(=[O:35])=[O:34])=[O:12])=[CH:14][CH:15]=2)=[CH:4][C:3]=1[C:18]([F:19])([F:20])[F:21]. The catalyst class is: 1. (4) Reactant: Cl.[CH3:2][NH:3][OH:4].[CH3:5][O-:6].[Na+].[Br:8][C:9]1[CH:10]=[C:11]2C(=[CH:17][CH:18]=1)O[CH:14]([C:19]1[CH:24]=[CH:23][N:22]=[CH:21][CH:20]=1)[CH2:13]/[C:12]/2=[N:25]\[C:26]#[N:27]. Product: [Br:8][C:9]1[CH:10]=[C:11]2[C:12]3([O:4][N:3]([CH3:2])[C:26]([NH2:27])=[N:25]3)[CH2:13][CH:14]([C:19]3[CH:20]=[CH:21][N:22]=[CH:23][CH:24]=3)[O:6][C:5]2=[CH:17][CH:18]=1. The catalyst class is: 5. (5) Reactant: [CH:1]([O:4][C:5]([C:7]1[CH:8]([C:35]2[CH:40]=[CH:39][CH:38]=[C:37]([N+:41]([O-:43])=[O:42])[CH:36]=2)[C:9]([C:15]([O:17][CH:18]2[CH2:21][N:20]([CH:22]([C:29]3[CH:34]=[CH:33][CH:32]=[CH:31][CH:30]=3)[C:23]3[CH:28]=[CH:27][CH:26]=[CH:25][CH:24]=3)[CH2:19]2)=[O:16])=[C:10]([NH2:14])[NH:11][C:12]=1[CH3:13])=[O:6])([CH3:3])[CH3:2].[ClH:44]. Product: [ClH:44].[ClH:44].[CH:1]([O:4][C:5]([C:7]1[CH:8]([C:35]2[CH:40]=[CH:39][CH:38]=[C:37]([N+:41]([O-:43])=[O:42])[CH:36]=2)[C:9]([C:15]([O:17][CH:18]2[CH2:19][N:20]([CH:22]([C:29]3[CH:34]=[CH:33][CH:32]=[CH:31][CH:30]=3)[C:23]3[CH:28]=[CH:27][CH:26]=[CH:25][CH:24]=3)[CH2:21]2)=[O:16])=[C:10]([NH2:14])[NH:11][C:12]=1[CH3:13])=[O:6])([CH3:3])[CH3:2]. The catalyst class is: 13. (6) Reactant: [NH2:1][CH2:2][C:3]([NH:5][OH:6])=[O:4].CO.[CH3:9][C:10]([CH:12]=O)=O.[OH-].[Na+]. Product: [CH3:12][C:10]1[CH:9]=[N+:5]([O-:6])[C:3]([OH:4])=[CH:2][N:1]=1. The catalyst class is: 6. (7) Reactant: C1(OC(=O)[N:9]([C:19]2[CH:24]=[C:23]([Cl:25])[CH:22]=[CH:21][N:20]=2)[C:10]([O:12]C2C=CC=CC=2)=O)C=CC=CC=1.[CH2:27]([N:29]([CH2:34][CH3:35])[CH2:30][CH2:31][CH2:32][NH2:33])[CH3:28]. The catalyst class is: 9. Product: [Cl:25][C:23]1[CH:22]=[CH:21][N:20]=[C:19]([NH:9][C:10]([NH:33][CH2:32][CH2:31][CH2:30][N:29]([CH2:34][CH3:35])[CH2:27][CH3:28])=[O:12])[CH:24]=1. (8) Reactant: [NH2:1][CH2:2][CH2:3][NH:4][C:5]([NH:7][C:8]1[CH:13]=[CH:12][C:11]([O:14]CC2C=CC=CC=2)=[CH:10][CH:9]=1)=[O:6]. Product: [NH2:1][CH2:2][CH2:3][NH:4][C:5]([NH:7][C:8]1[CH:13]=[CH:12][C:11]([OH:14])=[CH:10][CH:9]=1)=[O:6]. The catalyst class is: 33. (9) Product: [CH3:24][O:25][C:26](=[O:45])[C:27]1[CH:32]=[C:31]([NH:33][C:34](=[O:36])[CH3:35])[CH:30]=[C:29]([NH:37][C:38](=[O:40])[CH3:39])[C:28]=1[C:41]#[C:42][CH2:43][O:44][Si:2]([C:15]([CH3:18])([CH3:17])[CH3:16])([C:9]1[CH:14]=[CH:13][CH:12]=[CH:11][CH:10]=1)[C:3]1[CH:8]=[CH:7][CH:6]=[CH:5][CH:4]=1. The catalyst class is: 9. Reactant: Cl[Si:2]([C:15]([CH3:18])([CH3:17])[CH3:16])([C:9]1[CH:14]=[CH:13][CH:12]=[CH:11][CH:10]=1)[C:3]1[CH:8]=[CH:7][CH:6]=[CH:5][CH:4]=1.N1C=CN=C1.[CH3:24][O:25][C:26](=[O:45])[C:27]1[CH:32]=[C:31]([NH:33][C:34](=[O:36])[CH3:35])[CH:30]=[C:29]([NH:37][C:38](=[O:40])[CH3:39])[C:28]=1[C:41]#[C:42][CH2:43][OH:44].CO.